From a dataset of Forward reaction prediction with 1.9M reactions from USPTO patents (1976-2016). Predict the product of the given reaction. (1) Given the reactants [CH3:1][N:2]([CH:4]=O)[CH3:3].[CH3:6]NC.CN(C(ON1N=[N:24][C:19]2[CH:20]=[CH:21][CH:22]=CC1=2)=[N+](C)C)C.F[P-](F)(F)(F)(F)F.C([O-])(O)=O.[Na+], predict the reaction product. The product is: [CH3:1][N:2]([CH3:3])[CH2:4][C@H:19]([NH2:24])[CH2:20][CH:21]([CH3:6])[CH3:22]. (2) Given the reactants [OH:1]S(O)(=O)=O.[F:6][C:7]([F:19])([F:18])[C:8]1[CH:13]=[CH:12][C:11]([C:14](O)([CH3:16])[CH3:15])=[CH:10][CH:9]=1.[CH3:20][C:21]#[N:22], predict the reaction product. The product is: [CH3:15][C:14]([NH:22][C:21](=[O:1])[CH3:20])([C:11]1[CH:12]=[CH:13][C:8]([C:7]([F:19])([F:18])[F:6])=[CH:9][CH:10]=1)[CH3:16]. (3) Given the reactants [CH3:1][O:2][C:3]([C:5]1([C:11]2[CH:16]=[CH:15][C:14]([Cl:17])=[CH:13][CH:12]=2)[CH2:10][CH2:9][NH:8][CH2:7][CH2:6]1)=[O:4].C(=O)([O-])[O-].[K+].[K+].Br[CH2:25][CH2:26][CH:27]=[C:28]1[C:34]2[CH:35]=[CH:36][CH:37]=[N:38][C:33]=2[CH2:32][O:31][C:30]2[CH:39]=[CH:40][C:41]([C:43]([OH:46])([CH3:45])[CH3:44])=[CH:42][C:29]1=2, predict the reaction product. The product is: [CH3:1][O:2][C:3]([C:5]1([C:11]2[CH:12]=[CH:13][C:14]([Cl:17])=[CH:15][CH:16]=2)[CH2:6][CH2:7][N:8]([CH2:25][CH2:26][CH:27]=[C:28]2[C:34]3[CH:35]=[CH:36][CH:37]=[N:38][C:33]=3[CH2:32][O:31][C:30]3[CH:39]=[CH:40][C:41]([C:43]([OH:46])([CH3:45])[CH3:44])=[CH:42][C:29]2=3)[CH2:9][CH2:10]1)=[O:4].